From a dataset of M1 muscarinic receptor agonist screen with 61,833 compounds. Binary Classification. Given a drug SMILES string, predict its activity (active/inactive) in a high-throughput screening assay against a specified biological target. (1) The compound is Fc1cc2c(C(=O)N3CCc4c3cccc4)cc(nc2cc1)C. The result is 0 (inactive). (2) The compound is S(c1n(c2c(n(c(=O)n(c2=O)CC)C)n1)C)CC(=O)NCC1OCCC1. The result is 0 (inactive). (3) The molecule is s1c(NC2(NC(=O)N(C2=O)CCc2ccccc2)C(F)(F)F)ncc1. The result is 0 (inactive).